Dataset: Catalyst prediction with 721,799 reactions and 888 catalyst types from USPTO. Task: Predict which catalyst facilitates the given reaction. Reactant: [C:1](Cl)(=[O:3])[CH3:2].[NH2:5][C@H:6]([CH2:25][S:26]([C:29]1[CH:38]=[CH:37][C:36]2[C:31](=[CH:32][CH:33]=[C:34]([Cl:39])[CH:35]=2)[CH:30]=1)(=[O:28])=[O:27])[C:7]([N:9]1[CH2:14][CH2:13][CH:12]([N:15]2[CH2:19][C:18]3=[CH:20][N:21]=[C:22]([CH3:23])[N:17]3[C:16]2=[O:24])[CH2:11][CH2:10]1)=[O:8].C(=O)([O-])O.[Na+]. Product: [Cl:39][C:34]1[CH:35]=[C:36]2[C:31](=[CH:32][CH:33]=1)[CH:30]=[C:29]([S:26]([CH2:25][C@@H:6]([NH:5][C:1](=[O:3])[CH3:2])[C:7]([N:9]1[CH2:10][CH2:11][CH:12]([N:15]3[CH2:19][C:18]4=[CH:20][N:21]=[C:22]([CH3:23])[N:17]4[C:16]3=[O:24])[CH2:13][CH2:14]1)=[O:8])(=[O:27])=[O:28])[CH:38]=[CH:37]2. The catalyst class is: 4.